From a dataset of NCI-60 drug combinations with 297,098 pairs across 59 cell lines. Regression. Given two drug SMILES strings and cell line genomic features, predict the synergy score measuring deviation from expected non-interaction effect. (1) Drug 1: C1=NC2=C(N1)C(=S)N=C(N2)N. Drug 2: CC1=C2C(C(=O)C3(C(CC4C(C3C(C(C2(C)C)(CC1OC(=O)C(C(C5=CC=CC=C5)NC(=O)OC(C)(C)C)O)O)OC(=O)C6=CC=CC=C6)(CO4)OC(=O)C)O)C)O. Cell line: NCI-H460. Synergy scores: CSS=42.1, Synergy_ZIP=-8.08, Synergy_Bliss=-5.15, Synergy_Loewe=-7.18, Synergy_HSA=-2.37. (2) Drug 1: CN1CCC(CC1)COC2=C(C=C3C(=C2)N=CN=C3NC4=C(C=C(C=C4)Br)F)OC. Drug 2: C1=CN(C(=O)N=C1N)C2C(C(C(O2)CO)O)O.Cl. Cell line: NCI-H522. Synergy scores: CSS=43.3, Synergy_ZIP=-3.97, Synergy_Bliss=-0.356, Synergy_Loewe=-1.06, Synergy_HSA=3.57. (3) Drug 1: CN(C(=O)NC(C=O)C(C(C(CO)O)O)O)N=O. Drug 2: COC1=C2C(=CC3=C1OC=C3)C=CC(=O)O2. Cell line: LOX IMVI. Synergy scores: CSS=2.13, Synergy_ZIP=5.21, Synergy_Bliss=-1.99, Synergy_Loewe=0.561, Synergy_HSA=-1.76. (4) Drug 1: CC1CCC2CC(C(=CC=CC=CC(CC(C(=O)C(C(C(=CC(C(=O)CC(OC(=O)C3CCCCN3C(=O)C(=O)C1(O2)O)C(C)CC4CCC(C(C4)OC)OCCO)C)C)O)OC)C)C)C)OC. Drug 2: N.N.Cl[Pt+2]Cl. Cell line: HT29. Synergy scores: CSS=12.6, Synergy_ZIP=-6.42, Synergy_Bliss=0.906, Synergy_Loewe=-2.55, Synergy_HSA=0.0620. (5) Drug 1: CC1=C2C(C(=O)C3(C(CC4C(C3C(C(C2(C)C)(CC1OC(=O)C(C(C5=CC=CC=C5)NC(=O)OC(C)(C)C)O)O)OC(=O)C6=CC=CC=C6)(CO4)OC(=O)C)OC)C)OC. Drug 2: C1=NNC2=C1C(=O)NC=N2. Cell line: A498. Synergy scores: CSS=37.2, Synergy_ZIP=2.42, Synergy_Bliss=1.85, Synergy_Loewe=-4.82, Synergy_HSA=2.35.